From a dataset of Catalyst prediction with 721,799 reactions and 888 catalyst types from USPTO. Predict which catalyst facilitates the given reaction. (1) Reactant: [CH3:1][O:2][C:3]1[CH:4]=[CH:5][C:6]2[O:10][CH:9]=[C:8]([CH2:11][C:12]([CH3:14])=O)[C:7]=2[CH:15]=1.[N:16]1([C:22]2[CH:23]=[CH:24][CH:25]=[C:26]3[C:31]=2[N:30]=[CH:29][CH:28]=[CH:27]3)[CH2:21][CH2:20][NH:19][CH2:18][CH2:17]1.C(O[BH-](OC(=O)C)OC(=O)C)(=O)C.[Na+].C([O-])(O)=O.[Na+]. Product: [CH3:1][O:2][C:3]1[CH:4]=[CH:5][C:6]2[O:10][CH:9]=[C:8]([CH2:11][CH:12]([N:19]3[CH2:20][CH2:21][N:16]([C:22]4[CH:23]=[CH:24][CH:25]=[C:26]5[C:31]=4[N:30]=[CH:29][CH:28]=[CH:27]5)[CH2:17][CH2:18]3)[CH3:14])[C:7]=2[CH:15]=1. The catalyst class is: 478. (2) Reactant: [NH2:1][C:2]1[CH:3]=[N:4][CH:5]=[CH:6][C:7]=1[C:8]1[O:13][C@H:12]([CH2:14]O)[C@@H:11]([O:16][Si:17]([CH:24]([CH3:26])[CH3:25])([CH:21]([CH3:23])[CH3:22])[CH:18]([CH3:20])[CH3:19])[C@H:10]([O:27][Si:28]([CH:35]([CH3:37])[CH3:36])([CH:32]([CH3:34])[CH3:33])[CH:29]([CH3:31])[CH3:30])[CH:9]=1.C1(P(C2C=CC=CC=2)C2C=CC=CC=2)C=CC=CC=1.C(Cl)(Cl)(Cl)[Cl:58]. Product: [Cl:58][CH2:14][C@@H:12]1[C@@H:11]([O:16][Si:17]([CH:24]([CH3:26])[CH3:25])([CH:21]([CH3:23])[CH3:22])[CH:18]([CH3:20])[CH3:19])[C@H:10]([O:27][Si:28]([CH:35]([CH3:37])[CH3:36])([CH:32]([CH3:34])[CH3:33])[CH:29]([CH3:31])[CH3:30])[CH:9]=[C:8]([C:7]2[CH:6]=[CH:5][N:4]=[CH:3][C:2]=2[NH2:1])[O:13]1. The catalyst class is: 17. (3) Reactant: ClC1C=CC=C(C(OO)=[O:9])C=1.[Cl:12][C:13]1[N:17]([CH3:18])[N:16]=[C:15]([CH:19]([F:21])[F:20])[C:14]=1[CH2:22][S:23][C:24]1[CH2:28][C:27]([CH3:30])([CH3:29])[O:26][N:25]=1.[OH2:31]. The catalyst class is: 22. Product: [Cl:12][C:13]1[N:17]([CH3:18])[N:16]=[C:15]([CH:19]([F:21])[F:20])[C:14]=1[CH2:22][S:23]([C:24]1[CH2:28][C:27]([CH3:30])([CH3:29])[O:26][N:25]=1)(=[O:9])=[O:31]. (4) Product: [P:18]([O-:21])([O-:20])([OH:19])=[O:17].[NH2:1][C:2]1[C:3]([C:4]([OH:6])=[O:5])=[CH:7][CH:8]=[CH:9][C:10]=1[NH3+:11].[NH2:1][C:2]1[C:3]([C:4]([OH:6])=[O:5])=[CH:7][CH:8]=[CH:9][C:10]=1[NH3+:11]. Reactant: [NH2:1][C:2]1[C:10]([NH2:11])=[CH:9][CH:8]=[CH:7][C:3]=1[C:4]([O-:6])=[O:5].[NH4+].CC(C)=O.[OH:17][P:18]([OH:21])([OH:20])=[O:19]. The catalyst class is: 6. (5) Reactant: [F:1][C:2]([F:7])([F:6])[C:3]([O-:5])=[O:4].C(OC([NH:15]/[C:16](=[N:46]\C(OC(C)(C)C)=O)/[N:17]([CH3:45])[CH2:18][C:19]([N:21]([CH3:44])[CH2:22][CH2:23][CH2:24][P+:25]([C:38]1[CH:43]=[CH:42][CH:41]=[CH:40][CH:39]=1)([C:32]1[CH:37]=[CH:36][CH:35]=[CH:34][CH:33]=1)[C:26]1[CH:31]=[CH:30][CH:29]=[CH:28][CH:27]=1)=[O:20])=O)(C)(C)C. Product: [F:1][C:2]([F:7])([F:6])[C:3]([O-:5])=[O:4].[F:1][C:2]([F:7])([F:6])[C:3]([O-:5])=[O:4].[NH3+:46][C:16](=[NH:15])[N:17]([CH3:45])[CH2:18][C:19]([N:21]([CH3:44])[CH2:22][CH2:23][CH2:24][P+:25]([C:26]1[CH:31]=[CH:30][CH:29]=[CH:28][CH:27]=1)([C:32]1[CH:33]=[CH:34][CH:35]=[CH:36][CH:37]=1)[C:38]1[CH:43]=[CH:42][CH:41]=[CH:40][CH:39]=1)=[O:20]. The catalyst class is: 55. (6) Reactant: [C:1]([C:5]1[CH:6]=[C:7]([NH2:11])[N:8]([CH3:10])[N:9]=1)([CH3:4])([CH3:3])[CH3:2].[OH-].[Na+].Cl[C:15]([O:17][CH2:18][C:19]([Cl:22])([Cl:21])[Cl:20])=[O:16]. Product: [Cl:20][C:19]([Cl:22])([Cl:21])[CH2:18][O:17][C:15](=[O:16])[NH:11][C:7]1[N:8]([CH3:10])[N:9]=[C:5]([C:1]([CH3:4])([CH3:2])[CH3:3])[CH:6]=1. The catalyst class is: 25.